This data is from Experimentally validated miRNA-target interactions with 360,000+ pairs, plus equal number of negative samples. The task is: Binary Classification. Given a miRNA mature sequence and a target amino acid sequence, predict their likelihood of interaction. (1) The miRNA is hsa-miR-29c-3p with sequence UAGCACCAUUUGAAAUCGGUUA. The protein sequence of the target gene is MMKKKKFKFKVDFELEELSSVPFVNGVLFCKMRLLDGGSFTAESSREVVQANCVRWRKKFSFMCKMSASAATGILDPCIYRVSVRKELKGGKAYAKLGFADLNLAEFAGSGNTTRRCLLEGYDTKNTRQDNSILKVLISMQLMSGDPCFKTPPSTSMSIPIAGESESLQEDRKGGETLKVHLGIADLSAKSASVPDELGACGHSRTSSYASQQSKVSGYSTCHSRSSSFSELCHRRNTSVGSTSTGVESILEPCDEIEQKIAEPNLDTADKEDTASEKLSRCPVKQDSVESQLKRVDDTR.... Result: 1 (interaction). (2) Result: 0 (no interaction). The miRNA is hsa-miR-30d-5p with sequence UGUAAACAUCCCCGACUGGAAG. The protein sequence of the target gene is MDPTVVLITGCSSGIGMHLAVRLASDRSQSFKVYATLRDLKAQGPLLEAARTQGCPPGSLEILELDVRDSKSVAAAQACVTEGRVDVLVCNAGRGLFGPLEAHELNAVGAVLDVNVLGTIRMLQAFLPDMKRRHSGRVLVTASVGGLMGLPFHEVYCASKFALEGLCESLAILLPLFGVHVSLIECGAVHTAFYEKLVGGPGGALERADAQTRHLFAHYLRGYEQALSEAQDPEEVTELFLTAMRAPQPALRYFSTNRFLPLARMRTEDPSGSSYVAAMHQEAFSNLQTQENAKAGAQVP.... (3) The miRNA is rno-miR-210-5p with sequence AGCCACUGCCCACAGCACACUG. The protein sequence of the target gene is MGYARKVGWVTAGLVIGAGACYCIYRLTRGRKQNKEKMAEGGSGDVDDAGDCSGARYNDWSDDDDDSNESKSIVWYPPWARIGTEAGTRARARARARATRARRAVQKRASPNSDDTVLSPQELQKVLCLVEMSEKPYILEAALIALGNNAAYAFNRDIIRDLGGLPIVAKILNTRDPIVKEKALIVLNNLSVNAENQRRLKVYMNQVCDDTITSRLNSSVQLAGLRLLTNMTVTNEYQHMLANSISDFFRLFSAGNEETKLQVLKLLLNLAENPAMTRELLRAQVPSSLGSLFNKKENKE.... Result: 0 (no interaction). (4) The miRNA is hsa-miR-7156-3p with sequence CUGCAGCCACUUGGGGAACUGGU. The protein sequence of the target gene is MSYYGSSYHIINADAKYPGYPPEHIIAEKRRARRRLLHKDGSCNVYFKHIFGEWGSYVVDIFTTLVDTKWRHMFVIFSLSYILSWLIFGSVFWLIAFHHGDLLNDPDITPCVDNVHSFTGAFLFSLETQTTIGYGYRCVTEECSVAVLMVILQSILSCIINTFIIGAALAKMATARKRAQTIRFSYFALIGMRDGKLCLMWRIGDFRPNHVVEGTVRAQLLRYTEDSEGRMTMAFKDLKLVNDQIILVTPVTIVHEIDHESPLYALDRKAVAKDNFEILVTFIYTGDSTGTSHQSRSSYV.... Result: 0 (no interaction).